Predict the reactants needed to synthesize the given product. From a dataset of Full USPTO retrosynthesis dataset with 1.9M reactions from patents (1976-2016). (1) Given the product [CH2:1]([O:3][C:4](=[O:36])[C@H:5]([CH2:17][C:18]1[CH:23]=[CH:22][C:21]([C:24]2[C:25]([O:32][CH3:33])=[CH:26][CH:27]=[CH:28][C:29]=2[OH:30])=[CH:20][CH:19]=1)[NH:6][C:7](=[O:16])[C:8]1[C:13]([Cl:14])=[CH:12][CH:11]=[CH:10][C:9]=1[Cl:15])[CH3:2], predict the reactants needed to synthesize it. The reactants are: [CH2:1]([O:3][C:4](=[O:36])[C@H:5]([CH2:17][C:18]1[CH:23]=[CH:22][C:21]([C:24]2[C:29]([O:30]C)=[CH:28][CH:27]=[CH:26][C:25]=2[O:32][CH2:33]OC)=[CH:20][CH:19]=1)[NH:6][C:7](=[O:16])[C:8]1[C:13]([Cl:14])=[CH:12][CH:11]=[CH:10][C:9]=1[Cl:15])[CH3:2].Cl. (2) The reactants are: [Cl:1][C:2]1[CH:3]=[C:4]([CH:8]2[O:12]C(=O)[N:10]([C:14]([O:16][C:17]([CH3:20])([CH3:19])[CH3:18])=[O:15])[CH:9]2[CH2:21][C:22]2[CH:27]=[CH:26][C:25]([CH2:28][C:29]([F:35])([F:34])[C:30]([F:33])([F:32])[F:31])=[CH:24][CH:23]=2)[CH:5]=[CH:6][CH:7]=1.[OH-].[Na+]. Given the product [Cl:1][C:2]1[CH:3]=[C:4]([CH:8]([OH:12])[CH:9]([NH:10][C:14](=[O:15])[O:16][C:17]([CH3:18])([CH3:19])[CH3:20])[CH2:21][C:22]2[CH:23]=[CH:24][C:25]([CH2:28][C:29]([F:35])([F:34])[C:30]([F:33])([F:32])[F:31])=[CH:26][CH:27]=2)[CH:5]=[CH:6][CH:7]=1, predict the reactants needed to synthesize it. (3) Given the product [Br:1][C:2]1[CH:3]=[C:4]2[C:8](=[CH:9][CH:10]=1)[N:7]([CH2:11][C:12]1[CH:17]=[CH:16][CH:15]=[CH:14][C:13]=1[Cl:18])[C:6](=[O:19])[C:5]2([C:2]1[CH:3]=[C:4]([CH3:5])[C:30]([OH:33])=[C:9]([CH3:8])[CH:10]=1)[C:26]1[CH:25]=[C:24]([CH3:28])[C:23]([OH:29])=[C:22]([CH3:21])[CH:27]=1, predict the reactants needed to synthesize it. The reactants are: [Br:1][C:2]1[CH:3]=[C:4]2[C:8](=[CH:9][CH:10]=1)[N:7]([CH2:11][C:12]1[CH:17]=[CH:16][CH:15]=[CH:14][C:13]=1[Cl:18])[C:6](=[O:19])[C:5]2=O.[CH3:21][C:22]1[CH:27]=[CH:26][CH:25]=[C:24]([CH3:28])[C:23]=1[OH:29].[C:30]([O-:33])(O)=O.[Na+]. (4) Given the product [CH:40]1([C:38]([NH:37][C:35]2[N:36]=[C:31]3[CH:30]=[CH:29][C:28]([O:27][C:26]4[CH:43]=[CH:44][C:45]([F:46])=[C:24]([NH:23][C:8]([C:7]5[C:3]([O:2][CH3:1])=[N:4][N:5]([CH3:11])[CH:6]=5)=[O:10])[CH:25]=4)=[N:33][N:32]3[CH:34]=2)=[O:39])[CH2:41][CH2:42]1, predict the reactants needed to synthesize it. The reactants are: [CH3:1][O:2][C:3]1[C:7]([C:8]([OH:10])=O)=[CH:6][N:5]([CH3:11])[N:4]=1.O1CCCC1.C(Cl)(=O)C(Cl)=O.[NH2:23][C:24]1[CH:25]=[C:26]([CH:43]=[CH:44][C:45]=1[F:46])[O:27][C:28]1[CH:29]=[CH:30][C:31]2[N:32]([CH:34]=[C:35]([NH:37][C:38]([CH:40]3[CH2:42][CH2:41]3)=[O:39])[N:36]=2)[N:33]=1. (5) Given the product [C:25]([C:23]1[CH:22]=[CH:21][C:20]([F:27])=[C:19]([CH:24]=1)[CH2:18][N:17]([CH:28]1[CH2:33][CH2:32][N:31]([CH:34]([CH3:38])[CH2:35][CH2:36][NH:37][C:43](=[O:44])[C:42]2[C:46]([CH3:50])=[CH:47][CH:48]=[CH:49][C:41]=2[CH3:40])[CH2:30][CH2:29]1)[C:14]1[CH:15]=[CH:16][C:11]([O:10][C:7]2[CH:8]=[CH:9][C:4]([C:3]([OH:2])=[O:39])=[CH:5][CH:6]=2)=[CH:12][CH:13]=1)#[N:26], predict the reactants needed to synthesize it. The reactants are: C[O:2][C:3](=[O:39])[C:4]1[CH:9]=[CH:8][C:7]([O:10][C:11]2[CH:16]=[CH:15][C:14]([N:17]([CH:28]3[CH2:33][CH2:32][N:31]([CH:34]([CH3:38])[CH2:35][CH2:36][NH2:37])[CH2:30][CH2:29]3)[CH2:18][C:19]3[CH:24]=[C:23]([C:25]#[N:26])[CH:22]=[CH:21][C:20]=3[F:27])=[CH:13][CH:12]=2)=[CH:6][CH:5]=1.[CH3:40][C:41]1[CH:49]=[CH:48][CH:47]=[C:46]([CH3:50])[C:42]=1[C:43](O)=[O:44]. (6) Given the product [Cl:8][C:4]1[CH:5]=[CH:6][CH:7]=[C:2]([Cl:1])[C:3]=1[N:9]1[CH2:10][CH2:15][NH:20][CH2:19][CH2:18]1, predict the reactants needed to synthesize it. The reactants are: [Cl:1][C:2]1[CH:7]=[CH:6][CH:5]=[C:4]([Cl:8])[C:3]=1[NH:9][C:10]1[CH:15]=CC=CC=1.Cl.Cl[CH2:18][CH2:19][NH:20]CCCl.[OH-].[Na+].